Dataset: Catalyst prediction with 721,799 reactions and 888 catalyst types from USPTO. Task: Predict which catalyst facilitates the given reaction. (1) Reactant: [Br:1][C:2]1[CH:3]=[CH:4][C:5]2[O:9][C:8](=[O:10])[CH:7]([C:11]3[CH:16]=[CH:15][C:14]([Cl:17])=[CH:13][C:12]=3[Cl:18])[C:6]=2[CH:19]=1.[H-].[Al+3].[Li+].[H-].[H-].[H-].O. Product: [Br:1][C:2]1[CH:3]=[CH:4][C:5]([OH:9])=[C:6]([CH:7]([C:11]2[CH:16]=[CH:15][C:14]([Cl:17])=[CH:13][C:12]=2[Cl:18])[CH2:8][OH:10])[CH:19]=1. The catalyst class is: 1. (2) Reactant: C(OC[N:9]1[C:13]2[N:14]=[CH:15][N:16]=[C:17]([C:18]3[CH:19]=[N:20][N:21]([C:23]4([CH2:32][C:33]#[N:34])[CH2:26][N:25]([S:27]([CH2:30][CH3:31])(=[O:29])=[O:28])[CH2:24]4)[CH:22]=3)[C:12]=2[CH:11]=[CH:10]1)(=O)C(C)(C)C.[OH-].[Na+]. Product: [N:14]1[C:13]2[NH:9][CH:10]=[CH:11][C:12]=2[C:17]([C:18]2[CH:19]=[N:20][N:21]([C:23]3([CH2:32][C:33]#[N:34])[CH2:24][N:25]([S:27]([CH2:30][CH3:31])(=[O:28])=[O:29])[CH2:26]3)[CH:22]=2)=[N:16][CH:15]=1. The catalyst class is: 111. (3) Product: [Cl:2][C:3]1[CH:8]=[CH:7][C:6]([C:9]2[CH:14]=[CH:13][N:12]=[C:11]([NH:15][C:16]3[CH:17]=[CH:18][C:19]([C:22]([N:24]4[CH2:25][CH2:26][CH:27]([NH:30][C:38](=[O:40])[CH3:39])[CH2:28][CH2:29]4)=[O:23])=[CH:20][CH:21]=3)[N:10]=2)=[CH:5][CH:4]=1. Reactant: Cl.[Cl:2][C:3]1[CH:8]=[CH:7][C:6]([C:9]2[CH:14]=[CH:13][N:12]=[C:11]([NH:15][C:16]3[CH:21]=[CH:20][C:19]([C:22]([N:24]4[CH2:29][CH2:28][CH:27]([NH2:30])[CH2:26][CH2:25]4)=[O:23])=[CH:18][CH:17]=3)[N:10]=2)=[CH:5][CH:4]=1.C(N(CC)CC)C.[C:38](OC(=O)C)(=[O:40])[CH3:39]. The catalyst class is: 1. (4) Reactant: CO[CH2:3][N:4]([CH2:10][C:11]1[CH:16]=[CH:15][CH:14]=[CH:13][CH:12]=1)[CH2:5][Si](C)(C)C.[Cl:17][C:18]1[CH:23]=[CH:22][C:21](/[CH:24]=[CH:25]/[N+:26]([O-:28])=[O:27])=[CH:20][C:19]=1[Cl:29].FC(F)(F)C(O)=O. Product: [CH2:10]([N:4]1[CH2:5][CH:25]([N+:26]([O-:28])=[O:27])[CH:24]([C:21]2[CH:22]=[CH:23][C:18]([Cl:17])=[C:19]([Cl:29])[CH:20]=2)[CH2:3]1)[C:11]1[CH:16]=[CH:15][CH:14]=[CH:13][CH:12]=1. The catalyst class is: 2. (5) Product: [Cl:1][C:2]1[C:3](=[O:9])[N:4]([CH:11]2[CH2:12][CH2:13][CH2:14][CH2:15][O:10]2)[N:5]=[CH:6][C:7]=1[Cl:8]. The catalyst class is: 7. Reactant: [Cl:1][C:2]1[C:7]([Cl:8])=[CH:6][N:5]=[N:4][C:3]=1[OH:9].[O:10]1[CH:15]=[CH:14][CH2:13][CH2:12][CH2:11]1.C1(C)C=CC(S(O)(=O)=O)=CC=1. (6) Reactant: [Br:1][C:2]1[CH:3]=[C:4]2[CH:10]=[N:9][NH:8][C:5]2=[N:6][CH:7]=1.[H-].[Na+].Cl[CH2:14][O:15][CH2:16][CH2:17][Si:18]([CH3:21])([CH3:20])[CH3:19]. Product: [Br:1][C:2]1[CH:3]=[C:4]2[CH:10]=[N:9][N:8]([CH2:14][O:15][CH2:16][CH2:17][Si:18]([CH3:21])([CH3:20])[CH3:19])[C:5]2=[N:6][CH:7]=1.[Br:1][C:2]1[CH:7]=[N:6][C:5]2=[N:8][N:9]([CH2:14][O:15][CH2:16][CH2:17][Si:18]([CH3:21])([CH3:20])[CH3:19])[CH:10]=[C:4]2[CH:3]=1. The catalyst class is: 3. (7) The catalyst class is: 446. Product: [N:10]1([C:7]2[CH:8]=[N:9][C:4]([NH2:1])=[CH:5][CH:6]=2)[CH2:11][CH2:12][CH2:13][CH2:14][CH2:15]1. Reactant: [N+:1]([C:4]1[N:9]=[CH:8][C:7]([N:10]2[CH2:15][CH2:14][CH2:13][CH2:12][CH2:11]2)=[CH:6][CH:5]=1)([O-])=O.